This data is from Forward reaction prediction with 1.9M reactions from USPTO patents (1976-2016). The task is: Predict the product of the given reaction. Given the reactants CS(O[CH2:6][CH2:7][O:8][C:9]1[CH:14]=[CH:13][C:12]([C:15]2[CH:20]=[CH:19][C:18]([C:21]([O:23][CH2:24][C:25]3[CH:30]=[CH:29][CH:28]=[CH:27][CH:26]=3)=[O:22])=[CH:17][CH:16]=2)=[CH:11][CH:10]=1)(=O)=O.[NH2:31][CH2:32][CH:33]([C:35]1[CH:36]=[CH:37][C:38]([OH:44])=[C:39]([NH:41][CH:42]=[O:43])[CH:40]=1)[OH:34].O.C(OCC)(=O)C, predict the reaction product. The product is: [CH:42]([NH:41][C:39]1[CH:40]=[C:35]([CH:33]([OH:34])[CH2:32][NH:31][CH2:6][CH2:7][O:8][C:9]2[CH:10]=[CH:11][C:12]([C:15]3[CH:20]=[CH:19][C:18]([C:21]([O:23][CH2:24][C:25]4[CH:30]=[CH:29][CH:28]=[CH:27][CH:26]=4)=[O:22])=[CH:17][CH:16]=3)=[CH:13][CH:14]=2)[CH:36]=[CH:37][C:38]=1[OH:44])=[O:43].